From a dataset of NCI-60 drug combinations with 297,098 pairs across 59 cell lines. Regression. Given two drug SMILES strings and cell line genomic features, predict the synergy score measuring deviation from expected non-interaction effect. (1) Drug 1: CS(=O)(=O)C1=CC(=C(C=C1)C(=O)NC2=CC(=C(C=C2)Cl)C3=CC=CC=N3)Cl. Drug 2: C1CNP(=O)(OC1)N(CCCl)CCCl. Cell line: M14. Synergy scores: CSS=-2.50, Synergy_ZIP=1.87, Synergy_Bliss=1.29, Synergy_Loewe=-2.03, Synergy_HSA=-2.37. (2) Drug 1: C1CNP(=O)(OC1)N(CCCl)CCCl. Drug 2: C1C(C(OC1N2C=NC(=NC2=O)N)CO)O. Cell line: UACC62. Synergy scores: CSS=8.32, Synergy_ZIP=-2.84, Synergy_Bliss=1.47, Synergy_Loewe=0.0232, Synergy_HSA=2.39.